Dataset: Reaction yield outcomes from USPTO patents with 853,638 reactions. Task: Predict the reaction yield, written as a fraction of the theoretical maximum amount of product (1.0 means a 100% yield; for example, 0.34 means a 34% yield). (1) The reactants are [CH3:1][O:2][C:3](=[O:18])[C@@H:4]([NH:10]C(OC(C)(C)C)=O)[CH2:5][CH2:6][N:7]([CH3:9])[CH3:8].[ClH:19]. The catalyst is O1CCOCC1. The product is [ClH:19].[ClH:19].[NH2:10][C@@H:4]([CH2:5][CH2:6][N:7]([CH3:9])[CH3:8])[C:3]([O:2][CH3:1])=[O:18]. The yield is 0.960. (2) The reactants are FC(F)(F)C(OC(=O)C(F)(F)F)=O.[C:14]([C@@H:17]1[CH2:21][CH2:20][C:19](=[O:22])[N:18]1[C:23]([O:25][C:26]([CH3:29])([CH3:28])[CH3:27])=[O:24])(=O)[NH2:15].C(N(CC)CC)C. The catalyst is ClCCl.O. The product is [C:14]([C@@H:17]1[CH2:21][CH2:20][C:19](=[O:22])[N:18]1[C:23]([O:25][C:26]([CH3:29])([CH3:28])[CH3:27])=[O:24])#[N:15]. The yield is 0.720. (3) The reactants are [CH:1]([C:3]1[CH:4]=[CH:5][C:6]2[S:11][CH2:10][C:9](=[O:12])[NH:8][C:7]=2[CH:13]=1)=[CH2:2].B.C1C[O:18]CC1.[OH-].[Na+].OO. The catalyst is C1COCC1.O. The product is [OH:18][CH2:2][CH2:1][C:3]1[CH:4]=[CH:5][C:6]2[S:11][CH2:10][C:9](=[O:12])[NH:8][C:7]=2[CH:13]=1. The yield is 0.410. (4) The reactants are [CH3:1][O:2][C:3]1[CH:16]=[C:15]([O:17][CH3:18])[CH:14]=[CH:13][C:4]=1[CH2:5][NH:6][C:7]1[CH:12]=[CH:11][N:10]=[CH:9][N:8]=1.[F:19][C:20]1[CH:25]=[C:24]([F:26])[CH:23]=[C:22]([F:27])[C:21]=1[S:28](Cl)(=[O:30])=[O:29].N12CCN(CC1)CC2. The catalyst is C(#N)C. The product is [CH3:1][O:2][C:3]1[CH:16]=[C:15]([O:17][CH3:18])[CH:14]=[CH:13][C:4]=1[CH2:5][N:6]([C:7]1[CH:12]=[CH:11][N:10]=[CH:9][N:8]=1)[S:28]([C:21]1[C:22]([F:27])=[CH:23][C:24]([F:26])=[CH:25][C:20]=1[F:19])(=[O:30])=[O:29]. The yield is 0.180. (5) The reactants are [CH2:1]([N:3]1[CH2:8][CH2:7][N:6]([C:9]2[CH:14]=[CH:13][C:12]([NH:15][C:16]3[N:21]=[CH:20][C:19](/[CH:22]=[CH:23]/[C:24]4[CH:25]=[C:26]([CH:31]=[C:32]([O:34][CH3:35])[CH:33]=4)[C:27]([O:29][CH3:30])=[O:28])=[CH:18][N:17]=3)=[CH:11][CH:10]=2)[CH2:5][CH2:4]1)[CH3:2]. The catalyst is C1COCC1.[Pd]. The product is [CH2:1]([N:3]1[CH2:8][CH2:7][N:6]([C:9]2[CH:14]=[CH:13][C:12]([NH:15][C:16]3[N:17]=[CH:18][C:19]([CH2:22][CH2:23][C:24]4[CH:25]=[C:26]([CH:31]=[C:32]([O:34][CH3:35])[CH:33]=4)[C:27]([O:29][CH3:30])=[O:28])=[CH:20][N:21]=3)=[CH:11][CH:10]=2)[CH2:5][CH2:4]1)[CH3:2]. The yield is 0.744. (6) The reactants are [CH2:1]([CH2:3][NH2:4])[OH:2].CS(O[CH2:10][CH2:11][C:12]1[CH:13]=[CH:14][CH:15]=[C:16]2[C:20]=1[NH:19][CH:18]=[CH:17]2)(=O)=O. The catalyst is C(O)C.C(OCC)(=O)C. The product is [OH:2][CH2:1][CH2:3][NH:4][CH2:10][CH2:11][C:12]1[CH:13]=[CH:14][CH:15]=[C:16]2[C:20]=1[NH:19][CH:18]=[CH:17]2. The yield is 0.850. (7) The reactants are [C:1]([C:5]1[O:9][N:8]=[C:7]([NH:10][C:11]([NH:13][C:14]2[CH:19]=[CH:18][C:17]([CH3:20])=[C:16]([C:21]3[C:32](=[O:33])[N:31]([CH3:34])[C:24]4[N:25]=[C:26](SC)[N:27]=[CH:28][C:23]=4[CH:22]=3)[CH:15]=2)=[O:12])[CH:6]=1)([CH3:4])([CH3:3])[CH3:2].[CH3:35][NH2:36]. The catalyst is C1COCC1. The product is [C:1]([C:5]1[O:9][N:8]=[C:7]([NH:10][C:11]([NH:13][C:14]2[CH:19]=[CH:18][C:17]([CH3:20])=[C:16]([C:21]3[C:32](=[O:33])[N:31]([CH3:34])[C:24]4[N:25]=[C:26]([NH:36][CH3:35])[N:27]=[CH:28][C:23]=4[CH:22]=3)[CH:15]=2)=[O:12])[CH:6]=1)([CH3:4])([CH3:3])[CH3:2]. The yield is 0.320. (8) The reactants are Cl.[N:2]1[C:11]2[C:6](=[CH:7][C:8]([NH:12][NH2:13])=[CH:9][CH:10]=2)[CH:5]=[CH:4][CH:3]=1.[CH3:14][C:15]([CH3:22])([CH3:21])[C:16](=O)[CH2:17][C:18]#[N:19]. The catalyst is CCO.Cl. The product is [C:15]([C:16]1[CH:17]=[C:18]([NH2:19])[N:12]([C:8]2[CH:7]=[C:6]3[C:11](=[CH:10][CH:9]=2)[N:2]=[CH:3][CH:4]=[CH:5]3)[N:13]=1)([CH3:22])([CH3:21])[CH3:14]. The yield is 0.510. (9) The reactants are [C:1]([N:5]([CH2:10][C@H:11]([C:13]1[CH:18]=[CH:17][C:16]([Cl:19])=[CH:15][CH:14]=1)O)[CH2:6][CH2:7][C:8]#[N:9])([CH3:4])([CH3:3])[CH3:2].CCOP(Cl)(OCC)=O.[Li+].C[Si]([N-][Si](C)(C)C)(C)C.O. The catalyst is C1COCC1. The product is [C:1]([N:5]1[CH2:10][C@@H:11]([C:13]2[CH:18]=[CH:17][C:16]([Cl:19])=[CH:15][CH:14]=2)[C@@H:7]([C:8]#[N:9])[CH2:6]1)([CH3:4])([CH3:3])[CH3:2]. The yield is 0.107. (10) The reactants are [C:1]1([C@@H:7]2[CH2:12][O:11][CH2:10][CH2:9][NH:8]2)[CH:6]=[CH:5][CH:4]=[CH:3][CH:2]=1.Br[C:14]1[CH:15]=[CH:16][C:17]2[O:18][CH2:19][C:20](=[O:24])[NH:21][C:22]=2[N:23]=1. No catalyst specified. The product is [C:1]1([C@H:7]2[N:8]([C:14]3[CH:15]=[CH:16][C:17]4[O:18][CH2:19][C:20](=[O:24])[NH:21][C:22]=4[N:23]=3)[CH2:9][CH2:10][O:11][CH2:12]2)[CH:2]=[CH:3][CH:4]=[CH:5][CH:6]=1. The yield is 0.660.